From a dataset of Full USPTO retrosynthesis dataset with 1.9M reactions from patents (1976-2016). Predict the reactants needed to synthesize the given product. (1) Given the product [C:16]([NH:15][CH:7]1[CH2:8][C:9]2[C:14](=[CH:13][CH:12]=[C:11]([S:2]([Cl:1])(=[O:5])=[O:3])[CH:10]=2)[CH2:6]1)(=[O:18])[CH3:17], predict the reactants needed to synthesize it. The reactants are: [Cl:1][S:2]([OH:5])(=O)=[O:3].[CH2:6]1[C:14]2[C:9](=[CH:10][CH:11]=[CH:12][CH:13]=2)[CH2:8][CH:7]1[NH:15][C:16](=[O:18])[CH3:17]. (2) The reactants are: ClC1C=C(C=CC=1)C(OO)=O.S1[CH2:17][CH:16]=[C:15]([C:18]2[CH:19]=[CH:20][C:21]([N+:31]([O-:33])=[O:32])=[C:22]([N:24]3[CH2:29][CH2:28][CH:27]([CH3:30])[CH2:26][CH2:25]3)[CH:23]=2)[CH2:14][CH2:13]1.[O-:34][S:35]([O-:37])=O.[Na+].[Na+].CCOC(C)=O. Given the product [O:34]=[S:35]1(=[O:37])[CH2:13][CH:14]=[C:15]([C:18]2[CH:19]=[CH:20][C:21]([N+:31]([O-:33])=[O:32])=[C:22]([N:24]3[CH2:29][CH2:28][CH:27]([CH3:30])[CH2:26][CH2:25]3)[CH:23]=2)[CH2:16][CH2:17]1, predict the reactants needed to synthesize it. (3) Given the product [Cl:25][C:12]1[C:13]2[C:18](=[CH:17][C:16]([O:20][CH3:21])=[CH:15][CH:14]=2)[CH:19]=[C:10]([C:4]2[CH:5]=[CH:6][C:7]([O:8][CH3:9])=[C:2]([Cl:1])[CH:3]=2)[N:11]=1, predict the reactants needed to synthesize it. The reactants are: [Cl:1][C:2]1[CH:3]=[C:4]([C:10]2[N:11]=[C:12](O)[C:13]3[C:18]([CH:19]=2)=[CH:17][C:16]([O:20][CH3:21])=[CH:15][CH:14]=3)[CH:5]=[CH:6][C:7]=1[O:8][CH3:9].O=P(Cl)(Cl)[Cl:25]. (4) Given the product [CH3:11][O:10][C:8]1[CH:9]=[C:3]([O:2][CH3:1])[CH:4]=[C:5]([NH2:6])[C:7]=1[C:23](=[O:29])[CH2:22][CH2:21][C:20]1[CH:25]=[CH:26][C:17]([OH:16])=[CH:18][CH:19]=1, predict the reactants needed to synthesize it. The reactants are: [CH3:1][O:2][C:3]1[CH:4]=[C:5]([CH:7]=[C:8]([O:10][CH3:11])[CH:9]=1)[NH2:6].[Al+3].[Cl-].[Cl-].[Cl-].[OH:16][C:17]1[CH:26]=[CH:25][C:20]([CH:21]=[CH:22][CH2:23]Cl)=[CH:19][CH:18]=1.CS(C)=[O:29]. (5) Given the product [CH2:43]([O:45][C:29](=[O:30])[CH2:28][CH2:27][CH2:26][NH:25][C:23](=[O:24])[C:22]1[CH:21]=[CH:20][C:19]([CH:11]([C:12]2[CH:17]=[CH:16][CH:15]=[CH:14][C:13]=2[CH3:18])[CH2:10]/[C:9](=[N:36]\[OH:37])/[C:4]2[CH:5]=[CH:6][C:7](=[O:8])[N:2]([CH3:1])[CH:3]=2)=[CH:33][CH:32]=1)[CH3:44], predict the reactants needed to synthesize it. The reactants are: [CH3:1][N:2]1[C:7](=[O:8])[CH:6]=[CH:5][C:4]([C:9](=O)[CH2:10][CH:11]([C:19]2[CH:33]=[CH:32][C:22]([C:23]([NH:25][CH2:26][CH2:27][CH2:28][C:29](O)=[O:30])=[O:24])=[CH:21][CH:20]=2)[C:12]2[CH:17]=[CH:16][CH:15]=[CH:14][C:13]=2[CH3:18])=[CH:3]1.Cl.[NH2:36][OH:37].C([O-])(O)=O.[Na+].[CH2:43]([OH:45])[CH3:44]. (6) Given the product [F:2][C:3]1[CH:18]=[CH:17][C:6]2[N:7]=[C:8]([NH:10][C@@H:11]3[CH2:12][O:13][CH2:14][C@H:15]3[NH:16][C:26](=[O:27])[C:25]3[CH:29]=[CH:30][CH:31]=[CH:32][C:24]=3[N:20]3[N:21]=[CH:22][CH:23]=[N:19]3)[S:9][C:5]=2[CH:4]=1, predict the reactants needed to synthesize it. The reactants are: Cl.[F:2][C:3]1[CH:18]=[CH:17][C:6]2[N:7]=[C:8]([NH:10][C@H:11]3[C@H:15]([NH2:16])[CH2:14][O:13][CH2:12]3)[S:9][C:5]=2[CH:4]=1.[N:19]1[N:20]([C:24]2[CH:32]=[CH:31][CH:30]=[CH:29][C:25]=2[C:26](O)=[O:27])[N:21]=[CH:22][CH:23]=1.C(Cl)CCl. (7) Given the product [CH2:66]([N:73]1[CH2:77][CH2:76][C@H:75]([NH:78][C:26](=[O:28])[C:25]2[CH:29]=[CH:30][C:22]([NH:21][C:19]3[N:18]=[CH:17][C:8]4[N:9]([CH3:16])[C:10](=[O:15])[C:11]([F:14])([F:13])[CH2:12][N:6]([CH:1]5[CH2:2][CH2:3][CH2:4][CH2:5]5)[C:7]=4[N:20]=3)=[C:23]([O:31][CH3:32])[CH:24]=2)[CH2:74]1)[C:67]1[CH:68]=[CH:69][CH:70]=[CH:71][CH:72]=1, predict the reactants needed to synthesize it. The reactants are: [CH:1]1([N:6]2[CH2:12][C:11]([F:14])([F:13])[C:10](=[O:15])[N:9]([CH3:16])[C:8]3[CH:17]=[N:18][C:19]([NH:21][C:22]4[CH:30]=[CH:29][C:25]([C:26]([OH:28])=O)=[CH:24][C:23]=4[O:31][CH3:32])=[N:20][C:7]2=3)[CH2:5][CH2:4][CH2:3][CH2:2]1.F[P-](F)(F)(F)(F)F.CN(C(N(C)C)=[N+]1C2C(=NC=CC=2)[N+]([O-])=N1)C.C(N(C(C)C)C(C)C)C.[CH2:66]([N:73]1[CH2:77][CH2:76][C@H:75]([NH2:78])[CH2:74]1)[C:67]1[CH:72]=[CH:71][CH:70]=[CH:69][CH:68]=1.